Dataset: Full USPTO retrosynthesis dataset with 1.9M reactions from patents (1976-2016). Task: Predict the reactants needed to synthesize the given product. (1) Given the product [CH3:21][P:19]([CH2:22][C:23]1[CH:24]=[C:25]([N:29]2[C:33]([NH:42][C:45]([NH:47][C:48]3[C:57]4[C:52](=[CH:53][CH:54]=[CH:55][CH:56]=4)[C:51]([O:58][C:59]4[CH:64]=[CH:63][N:62]=[C:61]([NH:65][C:66]5[CH:71]=[C:70]([O:72][CH2:73][CH2:74][N:75]6[CH2:76][CH2:77][O:78][CH2:79][CH2:80]6)[CH:69]=[C:68]([O:81][CH3:82])[CH:67]=5)[CH:60]=4)=[CH:50][CH:49]=3)=[O:8])=[CH:32][C:31]([CH:37]([CH3:38])[CH3:39])=[N:30]2)[CH:26]=[CH:27][CH:28]=1)([CH3:18])=[O:20], predict the reactants needed to synthesize it. The reactants are: C1C=CC(P(N=[N+]=[N-])(C2C=CC=CC=2)=[O:8])=CC=1.[CH3:18][P:19]([CH2:22][C:23]1[CH:24]=[C:25]([N:29]2[C:33](C(O)=O)=[CH:32][C:31]([CH:37]([CH3:39])[CH3:38])=[N:30]2)[CH:26]=[CH:27][CH:28]=1)([CH3:21])=[O:20].CC[N:42]([CH2:45]C)CC.[NH2:47][C:48]1[C:57]2[C:52](=[CH:53][CH:54]=[CH:55][CH:56]=2)[C:51]([O:58][C:59]2[CH:64]=[CH:63][N:62]=[C:61]([NH:65][C:66]3[CH:71]=[C:70]([O:72][CH2:73][CH2:74][N:75]4[CH2:80][CH2:79][O:78][CH2:77][CH2:76]4)[CH:69]=[C:68]([O:81][CH3:82])[CH:67]=3)[CH:60]=2)=[CH:50][CH:49]=1. (2) Given the product [CH3:17][O:18][C:19]([C:20]1[O:10][C:5]2[CH:4]=[CH:3][C:2]([CH3:1])=[CH:9][C:6]=2[CH:7]=1)=[O:26], predict the reactants needed to synthesize it. The reactants are: [CH3:1][C:2]1[CH:9]=[C:6]([CH:7]=O)[C:5]([OH:10])=[CH:4][CH:3]=1.C([O-])([O-])=O.[K+].[K+].[CH3:17][O:18][C:19](=[O:26])[CH:20](Br)C(OC)=O.